This data is from Aqueous solubility values for 9,982 compounds from the AqSolDB database. The task is: Regression/Classification. Given a drug SMILES string, predict its absorption, distribution, metabolism, or excretion properties. Task type varies by dataset: regression for continuous measurements (e.g., permeability, clearance, half-life) or binary classification for categorical outcomes (e.g., BBB penetration, CYP inhibition). For this dataset (solubility_aqsoldb), we predict Y. (1) The drug is Nc1c([N+](=O)[O-])ccc(Oc2ccccc2)c1Cl. The Y is -5.02 log mol/L. (2) The molecule is CC(C)NP(=O)(F)NC(C)C. The Y is -0.357 log mol/L. (3) The drug is C=CCOCC(O)CS(=O)(=O)[O-].[Na+]. The Y is 0.554 log mol/L. (4) The drug is CCCCCOC(=O)c1ccc(O)c(Cl)c1. The Y is -3.95 log mol/L. (5) The Y is -1.06 log mol/L. The molecule is CC/C=C(\C)C=O. (6) The molecule is O=C(O)[C@H]1CC[C@H](C(=O)O)[Se][Se]1. The Y is -2.11 log mol/L. (7) The molecule is CC1CCC(C(C)C)c2nc(NS(=O)(=O)c3ccc(N)cc3)ncc21. The Y is -4.18 log mol/L.